Dataset: Reaction yield outcomes from USPTO patents with 853,638 reactions. Task: Predict the reaction yield, written as a fraction of the theoretical maximum amount of product (1.0 means a 100% yield; for example, 0.34 means a 34% yield). (1) The reactants are C([O-])(O)=O.[Na+].OC(C(F)(F)F)=O.[CH2:13]([O:20][N:21]1[C:27](=[O:28])[N:26]2[CH2:29][C@H:22]1[CH2:23][CH2:24][C@H:25]2[C:30]([NH:32][NH2:33])=[O:31])[C:14]1[CH:19]=[CH:18][CH:17]=[CH:16][CH:15]=1.[N:34]#[C:35]Br. The catalyst is O1CCOCC1. The product is [NH2:34][C:35]1[O:31][C:30]([C@@H:25]2[CH2:24][CH2:23][C@@H:22]3[CH2:29][N:26]2[C:27](=[O:28])[N:21]3[O:20][CH2:13][C:14]2[CH:19]=[CH:18][CH:17]=[CH:16][CH:15]=2)=[N:32][N:33]=1. The yield is 0.320. (2) The reactants are C(OC(=O)[NH:7][C@H:8]1[CH2:13][CH2:12][C@H:11]([CH2:14][CH2:15][C:16]#[N:17])[CH2:10][CH2:9]1)(C)(C)C.[F:19][C:20]([F:25])([F:24])[C:21]([OH:23])=[O:22]. The catalyst is C(Cl)Cl. The product is [F:19][C:20]([F:25])([F:24])[C:21]([OH:23])=[O:22].[NH2:7][C@H:8]1[CH2:13][CH2:12][C@H:11]([CH2:14][CH2:15][C:16]#[N:17])[CH2:10][CH2:9]1. The yield is 0.970.